From a dataset of Forward reaction prediction with 1.9M reactions from USPTO patents (1976-2016). Predict the product of the given reaction. (1) The product is: [ClH:68].[F:1][C:2]1[CH:3]=[C:4]([CH:49]=[CH:50][CH:51]=1)[CH2:5][N:6]1[CH:10]=[C:9]([C:11]2[C:19]3[C:14](=[N:15][CH:16]=[C:17]([C:20]4[CH:25]=[N:24][C:23]([N:26]5[CH2:27][CH2:28][NH:29][CH2:30][CH2:31]5)=[CH:22][N:21]=4)[CH:18]=3)[N:13]([S:39]([C:42]3[CH:48]=[CH:47][C:45]([CH3:46])=[CH:44][CH:43]=3)(=[O:40])=[O:41])[CH:12]=2)[CH:8]=[N:7]1. Given the reactants [F:1][C:2]1[CH:3]=[C:4]([CH:49]=[CH:50][CH:51]=1)[CH2:5][N:6]1[CH:10]=[C:9]([C:11]2[C:19]3[C:14](=[N:15][CH:16]=[C:17]([C:20]4[N:21]=[CH:22][C:23]([N:26]5[CH2:31][CH2:30][N:29](C(OC(C)(C)C)=O)[CH2:28][CH2:27]5)=[N:24][CH:25]=4)[CH:18]=3)[N:13]([S:39]([C:42]3[CH:48]=[CH:47][C:45]([CH3:46])=[CH:44][CH:43]=3)(=[O:41])=[O:40])[CH:12]=2)[CH:8]=[N:7]1.C[C@H]1CO1.CCN(C(C)C)C(C)C.C(O)C.[ClH:68], predict the reaction product. (2) The product is: [CH3:1][O:2][CH:3]1[C:8](=[O:9])[CH2:7][CH2:6][O:5][CH2:4]1. Given the reactants [CH3:1][O:2][CH:3]1[C:8](OC)([O:9]C)[CH2:7][CH2:6][O:5][CH2:4]1.Cl, predict the reaction product. (3) Given the reactants [C:1]([C:4]1[CH:9]=[CH:8][CH:7]=[CH:6][CH:5]=1)(=[O:3])[CH3:2].[C:10](OCC)(=[O:16])[C:11]([O:13]CC)=[O:12].[H-].[Na+], predict the reaction product. The product is: [C:4]1([C:1](=[O:3])[CH:2]=[C:10]([OH:16])[C:11]([OH:13])=[O:12])[CH:9]=[CH:8][CH:7]=[CH:6][CH:5]=1. (4) Given the reactants [CH3:1][CH:2]([CH3:31])[CH2:3][C:4]([NH:6][C:7]1[S:8][CH:9]=[C:10]([C:12]2C=C[N:15]=[C:14]3[N:18]([S:21]([C:24]4[CH:29]=[CH:28][C:27]([CH3:30])=[CH:26][CH:25]=4)(=[O:23])=[O:22])[CH:19]=[CH:20][C:13]=23)[N:11]=1)=[O:5].[H-].[Na+].[CH2:34](I)[CH2:35][CH3:36].[CH3:38][N:39](C=O)C, predict the reaction product. The product is: [CH3:1][CH:2]([CH3:31])[CH2:3][C:4]([N:6]([CH2:34][CH2:35][CH3:36])[C:7]1[S:8][CH:9]=[C:10]([C:12]2[C:13]3[CH:20]=[CH:19][N:18]([S:21]([C:24]4[CH:25]=[CH:26][C:27]([CH3:30])=[CH:28][CH:29]=4)(=[O:23])=[O:22])[C:14]=3[N:15]=[CH:38][N:39]=2)[N:11]=1)=[O:5]. (5) Given the reactants C(N1C2C=CN[C:12](=[O:17])[C:11]=2C=C1C)C1C=CC=CC=1.C(N1C(C)=CC=C1C=C[C:34](O)=[O:35])C1C=CC=CC=1.[CH2:37]([N:44]1[C:48]2=[N:49][CH:50]=[CH:51][C:52]([O:53][CH3:54])=[C:47]2[CH:46]=[C:45]1[CH3:55])[C:38]1[CH:43]=[CH:42][CH:41]=[CH:40][CH:39]=1.[N-]=[N+]=[N-].[Na+], predict the reaction product. The product is: [CH2:37]([N:44]1[C:48]2=[N:49][CH:50]=[CH:51][C:52]([O:53][CH2:54][C:34]([O:17][CH2:12][CH3:11])=[O:35])=[C:47]2[CH:46]=[C:45]1[CH3:55])[C:38]1[CH:39]=[CH:40][CH:41]=[CH:42][CH:43]=1. (6) Given the reactants Br[C:2]1[CH:3]=[N:4][CH:5]=[C:6]([C:8]([F:11])([F:10])[F:9])[CH:7]=1.C([Li])CCC.[O:17]=[C:18]1[CH2:23][CH2:22][N:21]([C:24]([O:26][C:27]([CH3:30])([CH3:29])[CH3:28])=[O:25])[CH2:20][CH2:19]1, predict the reaction product. The product is: [OH:17][C:18]1([C:2]2[CH:3]=[N:4][CH:5]=[C:6]([C:8]([F:11])([F:10])[F:9])[CH:7]=2)[CH2:19][CH2:20][N:21]([C:24]([O:26][C:27]([CH3:30])([CH3:29])[CH3:28])=[O:25])[CH2:22][CH2:23]1. (7) Given the reactants Cl.[Br:2][C:3]1[CH:8]=[C:7]([CH2:9][NH2:10])[CH:6]=[CH:5][N:4]=1.[Cl:11][C:12]1[C:17]([Cl:18])=[CH:16][CH:15]=[CH:14][C:13]=1[N:19]=[C:20]=[S:21], predict the reaction product. The product is: [Br:2][C:3]1[CH:8]=[C:7]([CH2:9][NH:10][C:20]([NH:19][C:13]2[CH:14]=[CH:15][CH:16]=[C:17]([Cl:18])[C:12]=2[Cl:11])=[S:21])[CH:6]=[CH:5][N:4]=1. (8) The product is: [O:14]([CH2:21][CH2:22][C@@H:23]1[CH2:28][CH2:27][C@H:26]([CH2:29][NH:30][C:10]([C:6]2[CH:5]=[C:4]3[C:9](=[CH:8][CH:7]=2)[NH:1][N:2]=[CH:3]3)=[O:12])[CH2:25][CH2:24]1)[C:15]1[CH:20]=[CH:19][CH:18]=[CH:17][CH:16]=1. Given the reactants [NH:1]1[C:9]2[C:4](=[CH:5][C:6]([C:10]([OH:12])=O)=[CH:7][CH:8]=2)[CH:3]=[N:2]1.Cl.[O:14]([CH2:21][CH2:22][C@@H:23]1[CH2:28][CH2:27][C@H:26]([CH2:29][NH2:30])[CH2:25][CH2:24]1)[C:15]1[CH:20]=[CH:19][CH:18]=[CH:17][CH:16]=1, predict the reaction product. (9) Given the reactants [S:1]1[C:5]2[CH:6]=[CH:7][CH:8]=[CH:9][C:4]=2[N:3]=[C:2]1[N:10]1[CH2:14][CH2:13][C@H:12]([N:15]2[C:19]3=[N:20][CH:21]=[CH:22][N:23]=[C:18]3[C:17]([CH3:25])([CH3:24])[C:16]2=[O:26])[CH2:11]1.[CH3:27]C1(C)C2C(=NC=CN=2)N([C@@H]2CCN(C(OC(C)(C)C)=O)C2)C1=O.[ClH:51].O1CCOCC1, predict the reaction product. The product is: [CH:19]([N:15]([CH:12]([CH3:11])[CH3:13])[CH2:16][CH3:17])([CH3:18])[CH3:27].[Cl:51][C:2]1[S:1][C:5]2[CH:6]=[CH:7][CH:8]=[CH:9][C:4]=2[N:3]=1.[S:1]1[C:5]2[CH:6]=[CH:7][CH:8]=[CH:9][C:4]=2[N:3]=[C:2]1[N:10]1[CH2:14][CH2:13][C@@H:12]([N:15]2[C:19]3=[N:20][CH:21]=[CH:22][N:23]=[C:18]3[C:17]([CH3:24])([CH3:25])[C:16]2=[O:26])[CH2:11]1. (10) The product is: [F:18][C:15]([F:16])([F:17])[C@H:12]1[CH2:11][CH2:10][C@H:9]([NH:8][C:6]([C:5]2[C:4]([Cl:22])=[CH:3][C:2]3[NH:1][C:24]([NH:23][C:26]4[CH:27]=[C:28]([CH2:29][NH:30][C:31]([C:32]([CH3:33])([CH3:35])[CH3:34])=[O:36])[CH:37]=[CH:38][C:39]=4[O:40][CH3:41])=[N:21][C:20]=3[CH:19]=2)=[O:7])[CH2:14][CH2:13]1. Given the reactants [NH2:1][C:2]1[C:20]([NH2:21])=[CH:19][C:5]([C:6]([NH:8][C@H:9]2[CH2:14][CH2:13][C@H:12]([C:15]([F:18])([F:17])[F:16])[CH2:11][CH2:10]2)=[O:7])=[C:4]([Cl:22])[CH:3]=1.[N:23]([C:26]1[CH:27]=[C:28]([CH:37]=[CH:38][C:39]=1[O:40][CH3:41])[CH2:29][N-:30][C:31](=[O:36])[C:32]([CH3:35])([CH3:34])[CH3:33])=[C:24]=S, predict the reaction product.